Dataset: Peptide-MHC class I binding affinity with 185,985 pairs from IEDB/IMGT. Task: Regression. Given a peptide amino acid sequence and an MHC pseudo amino acid sequence, predict their binding affinity value. This is MHC class I binding data. The peptide sequence is NIKPSKENR. The binding affinity (normalized) is 0.462. The MHC is HLA-A33:01 with pseudo-sequence HLA-A33:01.